This data is from Peptide-MHC class I binding affinity with 185,985 pairs from IEDB/IMGT. The task is: Regression. Given a peptide amino acid sequence and an MHC pseudo amino acid sequence, predict their binding affinity value. This is MHC class I binding data. The peptide sequence is EGVVAFLIL. The MHC is HLA-A24:02 with pseudo-sequence HLA-A24:02. The binding affinity (normalized) is 0.